Predict which catalyst facilitates the given reaction. From a dataset of Catalyst prediction with 721,799 reactions and 888 catalyst types from USPTO. (1) Reactant: [NH2:1][C:2]1[C:7]([C:8]([OH:10])=[O:9])=[CH:6][N:5]=[CH:4][CH:3]=1.C(O)(=O)C.[Br:15]Br. Product: [NH2:1][C:2]1[C:7]([C:8]([OH:10])=[O:9])=[CH:6][N:5]=[CH:4][C:3]=1[Br:15]. The catalyst class is: 6. (2) Reactant: C(OC(=O)[NH:7][CH2:8][CH2:9][N:10]1[C:18]2[C:17]([NH:19][C:20]3[CH:25]=[CH:24][C:23]([O:26][C:27]4[CH:32]=[CH:31][CH:30]=[C:29]([O:33][CH2:34][CH:35]([CH3:37])[CH3:36])[CH:28]=4)=[C:22]([CH3:38])[CH:21]=3)=[N:16][CH:15]=[N:14][C:13]=2[CH:12]=[CH:11]1)(C)(C)C.[ClH:40]. Product: [ClH:40].[ClH:40].[NH2:7][CH2:8][CH2:9][N:10]1[C:18]2[C:17]([NH:19][C:20]3[CH:25]=[CH:24][C:23]([O:26][C:27]4[CH:32]=[CH:31][CH:30]=[C:29]([O:33][CH2:34][CH:35]([CH3:36])[CH3:37])[CH:28]=4)=[C:22]([CH3:38])[CH:21]=3)=[N:16][CH:15]=[N:14][C:13]=2[CH:12]=[CH:11]1. The catalyst class is: 8.